This data is from Reaction yield outcomes from USPTO patents with 853,638 reactions. The task is: Predict the reaction yield, written as a fraction of the theoretical maximum amount of product (1.0 means a 100% yield; for example, 0.34 means a 34% yield). (1) The reactants are [NH2:1][C:2]1[C:11]2[C:6](=[C:7](Br)[CH:8]=[CH:9][CH:10]=2)[N:5]=[N:4][C:3]=1[C:13]([NH:15][CH2:16][CH2:17][CH3:18])=[O:14].[CH3:19][O:20][C:21]1[CH:26]=[CH:25][C:24]([CH3:27])=[CH:23][C:22]=1B(O)O. The yield is 0.830. No catalyst specified. The product is [NH2:1][C:2]1[C:11]2[C:6](=[C:7]([C:22]3[CH:23]=[C:24]([CH3:27])[CH:25]=[CH:26][C:21]=3[O:20][CH3:19])[CH:8]=[CH:9][CH:10]=2)[N:5]=[N:4][C:3]=1[C:13]([NH:15][CH2:16][CH2:17][CH3:18])=[O:14]. (2) The reactants are BrC1C=C(N2C3=NC=CC(C4C=NC5C(C=4)=CC=CC=5)=C3C(C)=C2)C=CC=1C#N.NCCCCC[OH:36].[OH:37][CH2:38][CH2:39][CH2:40][CH2:41][CH2:42][NH:43][C:44]1[CH:51]=[C:50]([N:52]2[C:56]3=[N:57][CH:58]=[CH:59][C:60]([C:61]4[CH:62]=[N:63][C:64]5[C:69]([CH:70]=4)=[CH:68][CH:67]=[CH:66][CH:65]=5)=[C:55]3[C:54]([CH3:71])=[CH:53]2)[CH:49]=[CH:48][C:45]=1[C:46]#[N:47]. No catalyst specified. The product is [OH:37][CH2:38][CH2:39][CH2:40][CH2:41][CH2:42][NH:43][C:44]1[CH:51]=[C:50]([N:52]2[C:56]3=[N:57][CH:58]=[CH:59][C:60]([C:61]4[CH:62]=[N:63][C:64]5[C:69]([CH:70]=4)=[CH:68][CH:67]=[CH:66][CH:65]=5)=[C:55]3[C:54]([CH3:71])=[CH:53]2)[CH:49]=[CH:48][C:45]=1[C:46]([NH2:47])=[O:36]. The yield is 0.310.